Dataset: Full USPTO retrosynthesis dataset with 1.9M reactions from patents (1976-2016). Task: Predict the reactants needed to synthesize the given product. (1) Given the product [Cl:1][C:2]1[CH:3]=[N:4][CH:5]=[C:6]([Cl:9])[C:7]=1[NH:8][C:10](=[O:14])[CH:13]=[CH:59][C:33]1[CH:34]=[CH:29][C:30]([C:35]2[CH:40]=[CH:39][CH:38]=[C:37]([C:41]3[CH:42]=[C:43]([C:51]([S:54]([CH3:57])(=[O:56])=[O:55])([CH3:52])[CH3:53])[CH:44]=[C:45]4[C:50]=3[N:49]=[CH:48][CH:47]=[CH:46]4)[CH:36]=2)=[CH:31][CH:32]=1, predict the reactants needed to synthesize it. The reactants are: [Cl:1][C:2]1[CH:3]=[N:4][CH:5]=[C:6]([Cl:9])[C:7]=1[NH2:8].[C:10]([O:14][Na])([CH3:13])(C)C.[N+](C1C=CC(OC(=O)C=C[C:29]2[CH:34]=[CH:33][CH:32]=[CH:31][C:30]=2[C:35]2[CH:40]=[CH:39][CH:38]=[C:37]([C:41]3[CH:42]=[C:43]([C:51]([S:54]([CH3:57])(=[O:56])=[O:55])([CH3:53])[CH3:52])[CH:44]=[C:45]4[C:50]=3[N:49]=[CH:48][CH:47]=[CH:46]4)[CH:36]=2)=CC=1)([O-])=O.[CH3:59]N(C=O)C. (2) Given the product [CH3:24][C:13]1[CH:12]=[C:11]([CH2:10][NH:9][CH2:5][CH2:6][CH3:7])[CH:23]=[CH:22][C:14]=1[O:15][CH2:16][C:17]([O:19][CH2:20][CH3:21])=[O:18], predict the reactants needed to synthesize it. The reactants are: C(N)CC.[CH2:5]([NH:9][CH2:10][C:11]1[CH:23]=[CH:22][C:14]([O:15][CH2:16][C:17]([O:19][CH2:20][CH3:21])=[O:18])=[C:13]([CH3:24])[CH:12]=1)[CH2:6][CH2:7]C. (3) Given the product [O:24]=[C:23]1[N:14]([CH2:13][C:7]2[CH:8]=[CH:9][CH:10]=[CH:11][CH:12]=2)[C@@H:15]([C:18]([OH:20])=[O:19])[CH2:16][O:17][CH2:22]1, predict the reactants needed to synthesize it. The reactants are: C([O-])([O-])=O.[K+].[K+].[C:7]1([CH2:13][NH:14][C@@H:15]([C:18]([OH:20])=[O:19])[CH2:16][OH:17])[CH:12]=[CH:11][CH:10]=[CH:9][CH:8]=1.Cl[CH2:22][C:23](Cl)=[O:24].[OH-].[Na+]. (4) Given the product [NH2:38][CH2:39][C:40]1[CH:45]=[C:44]([C:2]2[CH:10]=[C:9]3[C:5]([CH:6]=[N:7][NH:8]3)=[C:4]([CH2:21][O:22][C:23]3[CH:28]=[CH:27][CH:26]=[CH:25][C:24]=3[CH2:29][C:30]([OH:32])=[O:31])[CH:3]=2)[CH:43]=[CH:42][CH:41]=1, predict the reactants needed to synthesize it. The reactants are: Br[C:2]1[CH:10]=[C:9]2[C:5]([CH:6]=[N:7][N:8]2S(C2C=CC(C)=CC=2)(=O)=O)=[C:4]([CH2:21][O:22][C:23]2[CH:28]=[CH:27][CH:26]=[CH:25][C:24]=2[CH2:29][C:30]([O:32]C(C)(C)C)=[O:31])[CH:3]=1.Cl.[NH2:38][CH2:39][C:40]1[CH:41]=[C:42](B(O)O)[CH:43]=[CH:44][CH:45]=1. (5) The reactants are: [Cl:1][C:2]1[CH:7]=[CH:6][C:5]([N:8]2[CH:12]=[C:11]([C:13]([NH2:15])=O)[N:10]=[N:9]2)=[C:4]([C:16]2[CH:21]=[C:20]([O:22][CH3:23])[N:19]=[CH:18][N:17]=2)[CH:3]=1.C(P1(=O)OP(CCC)(=O)OP(CCC)(=O)O1)CC. Given the product [Cl:1][C:2]1[CH:7]=[CH:6][C:5]([N:8]2[CH:12]=[C:11]([C:13]#[N:15])[N:10]=[N:9]2)=[C:4]([C:16]2[CH:21]=[C:20]([O:22][CH3:23])[N:19]=[CH:18][N:17]=2)[CH:3]=1, predict the reactants needed to synthesize it.